This data is from Catalyst prediction with 721,799 reactions and 888 catalyst types from USPTO. The task is: Predict which catalyst facilitates the given reaction. Reactant: [Cl:1][C:2]1[CH:3]=[CH:4][CH:5]=[C:6]2[C:11]=1[C:10]([CH:12]=[O:13])=[CH:9][CH:8]=[C:7]2[O:14][CH3:15].CC(=CC)C.[O-:21]Cl=O.[Na+]. Product: [Cl:1][C:2]1[CH:3]=[CH:4][CH:5]=[C:6]2[C:11]=1[C:10]([C:12]([OH:21])=[O:13])=[CH:9][CH:8]=[C:7]2[O:14][CH3:15]. The catalyst class is: 664.